Predict the product of the given reaction. From a dataset of Forward reaction prediction with 1.9M reactions from USPTO patents (1976-2016). (1) Given the reactants [CH3:1][C:2]1[C:7]([O:8][C:9]2[CH:14]=[CH:13][N:12]=[C:11]([C:15]3[CH:16]=[N:17][N:18]([CH3:20])[CH:19]=3)[CH:10]=2)=[CH:6][N:5]=[C:4]([N+:21]([O-])=O)[CH:3]=1, predict the reaction product. The product is: [CH3:1][C:2]1[C:7]([O:8][C:9]2[CH:14]=[CH:13][N:12]=[C:11]([C:15]3[CH:16]=[N:17][N:18]([CH3:20])[CH:19]=3)[CH:10]=2)=[CH:6][N:5]=[C:4]([NH2:21])[CH:3]=1. (2) Given the reactants [CH3:1][CH:2]1[CH2:7][CH2:6][CH:5]([O:8][C:9]2[C:18]([C:19]([F:22])([F:21])[F:20])=[C:17]3[C:12]([CH:13]=[CH:14][C:15]([CH:23]=[O:24])=[CH:16]3)=[CH:11][CH:10]=2)[CH2:4][CH2:3]1.O1CCC[CH2:26]1.C[Mg]Br.C1(C)C=CC=CC=1, predict the reaction product. The product is: [CH3:1][C@@H:2]1[CH2:3][CH2:4][C@H:5]([O:8][C:9]2[C:18]([C:19]([F:20])([F:21])[F:22])=[C:17]3[C:12]([CH:13]=[CH:14][C:15]([CH:23]([OH:24])[CH3:26])=[CH:16]3)=[CH:11][CH:10]=2)[CH2:6][CH2:7]1.